Regression. Given two drug SMILES strings and cell line genomic features, predict the synergy score measuring deviation from expected non-interaction effect. From a dataset of Merck oncology drug combination screen with 23,052 pairs across 39 cell lines. Drug 1: O=P1(N(CCCl)CCCl)NCCCO1. Drug 2: CCN(CC)CCNC(=O)c1c(C)[nH]c(C=C2C(=O)Nc3ccc(F)cc32)c1C. Cell line: ES2. Synergy scores: synergy=4.83.